This data is from Forward reaction prediction with 1.9M reactions from USPTO patents (1976-2016). The task is: Predict the product of the given reaction. (1) Given the reactants [N+:1]([C:4]1[CH:5]=[N:6][C:7]([NH2:10])=[N:8][CH:9]=1)([O-:3])=[O:2].Br[C:12]1[CH:17]=[CH:16][C:15]([S:18]([N:21]2[CH2:26][CH2:25][N:24]([CH3:27])[CH2:23][CH2:22]2)(=[O:20])=[O:19])=[CH:14][CH:13]=1.CC(C)([O-])C.[K+], predict the reaction product. The product is: [CH3:27][N:24]1[CH2:25][CH2:26][N:21]([S:18]([C:15]2[CH:14]=[CH:13][C:12]([NH:10][C:7]3[N:8]=[CH:9][C:4]([N+:1]([O-:3])=[O:2])=[CH:5][N:6]=3)=[CH:17][CH:16]=2)(=[O:20])=[O:19])[CH2:22][CH2:23]1. (2) The product is: [OH:5][C:6]1[C:7](=[O:24])[C:8](=[N:26][OH:27])[C:9]=1[CH:10]=[C:11]1[C:19]([CH3:21])([CH3:20])[C:18]2[C:13](=[CH:14][CH:15]=[CH:16][CH:17]=2)[N:12]1[CH3:22]. Given the reactants C([O:5][C:6]1[C:7](=[O:24])[C:8](=O)[C:9]=1[CH:10]=[C:11]1[C:19]([CH3:21])([CH3:20])[C:18]2[C:13](=[CH:14][CH:15]=[CH:16][CH:17]=2)[N:12]1[CH3:22])CCC.Cl.[NH2:26][OH:27].C(N(CC)CC)C, predict the reaction product. (3) Given the reactants Cl[C:2]1[N:7]=[C:6]([NH:8][CH2:9][C:10]2[CH:15]=[CH:14][C:13]([F:16])=[CH:12][CH:11]=2)[N:5]=[C:4]([NH:17][CH2:18][C:19]#[CH:20])[N:3]=1.[F:21][C:22]1[CH:31]=[CH:30][C:25]([CH2:26][NH:27][O:28][CH3:29])=[CH:24][CH:23]=1.FC1C=CC(CN(C2N=C(NCCC)N=C(NCC#C)N=2)OC)=CC=1, predict the reaction product. The product is: [F:21][C:22]1[CH:23]=[CH:24][C:25]([CH2:26][N:27]([C:2]2[N:7]=[C:6]([NH:8][CH2:9][C:10]3[CH:15]=[CH:14][C:13]([F:16])=[CH:12][CH:11]=3)[N:5]=[C:4]([NH:17][CH2:18][C:19]#[CH:20])[N:3]=2)[O:28][CH3:29])=[CH:30][CH:31]=1. (4) Given the reactants [CH:1]1([O:4][C:5]2[CH:6]=[C:7]([C:11]3[N:16]=[CH:15][C:14]([NH:17][C:18]4[CH:30]=[CH:29][C:28]([CH3:31])=[CH:27][C:19]=4[C:20]([O:22]C(C)(C)C)=[O:21])=[CH:13][C:12]=3[CH3:32])[CH:8]=[CH:9][CH:10]=2)[CH2:3][CH2:2]1, predict the reaction product. The product is: [CH:1]1([O:4][C:5]2[CH:6]=[C:7]([C:11]3[N:16]=[CH:15][C:14]([NH:17][C:18]4[CH:30]=[CH:29][C:28]([CH3:31])=[CH:27][C:19]=4[C:20]([OH:22])=[O:21])=[CH:13][C:12]=3[CH3:32])[CH:8]=[CH:9][CH:10]=2)[CH2:3][CH2:2]1.